From a dataset of Catalyst prediction with 721,799 reactions and 888 catalyst types from USPTO. Predict which catalyst facilitates the given reaction. Reactant: [CH3:1][C:2]([CH3:5])([O-])[CH3:3].[K+].[Br:7][C:8]1[S:16][C:15]2[CH:14]=[CH:13][N:12]=[C:11](Cl)[C:10]=2[CH:9]=1.O. Product: [Br:7][C:8]1[S:16][C:15]2[CH:14]=[CH:13][N:12]=[C:11]([S:16][C:15]3[CH:14]=[CH:3][C:2]([CH3:5])=[CH:1][CH:10]=3)[C:10]=2[CH:9]=1. The catalyst class is: 3.